This data is from Peptide-MHC class I binding affinity with 185,985 pairs from IEDB/IMGT. The task is: Regression. Given a peptide amino acid sequence and an MHC pseudo amino acid sequence, predict their binding affinity value. This is MHC class I binding data. (1) The peptide sequence is ATVANVFLY. The MHC is HLA-A02:01 with pseudo-sequence HLA-A02:01. The binding affinity (normalized) is 0.151. (2) The peptide sequence is GKAAVCGKY. The MHC is HLA-B27:05 with pseudo-sequence HLA-B27:05. The binding affinity (normalized) is 0.219. (3) The peptide sequence is YIVAYQATV. The MHC is HLA-A68:02 with pseudo-sequence HLA-A68:02. The binding affinity (normalized) is 0.372.